From a dataset of Experimentally validated miRNA-target interactions with 360,000+ pairs, plus equal number of negative samples. Binary Classification. Given a miRNA mature sequence and a target amino acid sequence, predict their likelihood of interaction. (1) The miRNA is hsa-miR-4515 with sequence AGGACUGGACUCCCGGCAGCCC. The protein sequence of the target gene is MDRRSMGETESGDAFLDLKKPPASKCPHRYTKEELLDIKELPHSKQRPSCLSEKYDSDGVWDPEKWHASLYPASGRSSPVESLKKELDTDRPSLVRRIVDPRERVKEDDLDVVLSPQRRSFGGGCHVTAAVSSRRSGSPLEKDSDGLRLLGGRRIGSGRIISARTFEKDHRLSDKDLRDLRDRDRERDFKDKRFRREFGDSKRVFGERRRNDSYTEEEPEWFSAGPTSQSETIELTGFDDKILEEDHKGRKRTRRRTASVKEGIVECNGGVAEEDEVEVILAQEPAADQEVPRDAVLPEQ.... Result: 0 (no interaction). (2) The miRNA is hsa-miR-4746-3p with sequence AGCGGUGCUCCUGCGGGCCGA. The protein sequence of the target gene is MADRRRQRASQDTEDEESGASGSDSGGSPLRGGGSCSGSAGGGGSGSLPSQRGGRTGALHLRRVESGGAKSAEESECESEDGIEGDAVLSDYESAEDSEGEEGEYSEEENSKVELKSEANDAVNSSTKEEKGEEKPDTKSTVTGERQSGDGQESTEPVENKVGKKGPKHLDDDEDRKNPAYIPRKGLFFEHDLRGQTQEEEVRPKGRQRKLWKDEGRWEHDKFREDEQAPKSRQELIALYGYDIRSAHNPDDIKPRRIRKPRYGSPPQRDPNWNGERLNKSHRHQGLGGTLPPRTFINRN.... Result: 0 (no interaction). (3) The miRNA is mmu-miR-543-3p with sequence AAACAUUCGCGGUGCACUUCUU. The protein sequence of the target gene is MERELPAAEESASSGWRRPRRRRWEGRTRTVRSNLLPPLGTEDSTIGAPKGERLLMRGCIQHLADNRLKTTKYTLLSFLPKNLFEQFHRLANVYFVFIALLNFVPAVNAFQPGLALAPVLFILAVTAIKDLWEDYSRHRSDHEINHLGCLVFSREEKKYVNRYWKEIRVGDFVRLCCNEIIPADILLLSSSDPDGLCHIETANLDGETNLKRRQVVRGFSELVSEFNPLTFTSVIECEKPNNDLSRFRGYIMHSNGEKAGLHKENLLLRGCTIRNTEAVAGIVIYAGHETKALLNNSGPR.... Result: 1 (interaction). (4) The miRNA is mmu-miR-455-3p with sequence GCAGUCCACGGGCAUAUACAC. The protein sequence of the target gene is MGKRLDLSTLTDEEAEHVWAVVQRDFDLRRREEERLQGLKGKIQKESSKRELLSDTAHLNETHCARCLQPYRLLLNSRRQCLECSLFVCKSCSHAHPEEQGWLCDPCHLARVVKIGSLEWYYQHVRARFKRFGSAKVIRSLCGRLQGGGGSEPSLEEGNGDSEQTDEDGDLDTEARDQPLNSKKKKRLLSFRDVDFEEDSDHLVQPCSQTLGLSSVPESAHSLQSLSGEPYSEDTTSLEPEGLEETGARALGCRPSPEVQPCSPLPSGEDAHAELDSPAASCKSAFGTTAMPGTDDVRGK.... Result: 0 (no interaction).